Dataset: Forward reaction prediction with 1.9M reactions from USPTO patents (1976-2016). Task: Predict the product of the given reaction. (1) Given the reactants [OH:1][CH2:2][CH:3]1[CH2:8][CH2:7][CH2:6][CH2:5][N:4]1[C:9]([O:11][C:12]([CH3:15])([CH3:14])[CH3:13])=[O:10].[H-].[Na+].[N+:18]([C:21]1[CH:28]=[CH:27][CH:26]=[C:25]([N+]([O-])=O)[C:22]=1[C:23]#[N:24])([O-:20])=[O:19], predict the reaction product. The product is: [C:23]([C:22]1[C:21]([N+:18]([O-:20])=[O:19])=[CH:28][CH:27]=[CH:26][C:25]=1[O:1][CH2:2][CH:3]1[CH2:8][CH2:7][CH2:6][CH2:5][N:4]1[C:9]([O:11][C:12]([CH3:15])([CH3:14])[CH3:13])=[O:10])#[N:24]. (2) The product is: [CH3:18][C:19]1[NH:20][N:21]=[CH:22][C:23]=1[C:2]1[S:10][C:9]2[C:8](=[O:11])[NH:7][C:6]([CH2:12][N:13]3[CH2:17][CH2:16][CH2:15][CH2:14]3)=[N:5][C:4]=2[CH:3]=1. Given the reactants Br[C:2]1[S:10][C:9]2[C:8](=[O:11])[NH:7][C:6]([CH2:12][N:13]3[CH2:17][CH2:16][CH2:15][CH2:14]3)=[N:5][C:4]=2[CH:3]=1.[CH3:18][C:19]1[C:23](B2OC(C)(C)C(C)(C)O2)=[CH:22][N:21](C(OC(C)(C)C)=O)[N:20]=1.C(=O)([O-])[O-].[Na+].[Na+].COCCOC, predict the reaction product.